From a dataset of Full USPTO retrosynthesis dataset with 1.9M reactions from patents (1976-2016). Predict the reactants needed to synthesize the given product. (1) Given the product [Cl:1][CH2:2][C@:3]([C:14]1[CH:19]=[CH:18][C:17]([F:20])=[CH:16][C:15]=1[F:21])([OH:13])[C@H:4]([OH:6])[CH3:5], predict the reactants needed to synthesize it. The reactants are: [Cl:1][CH2:2][C@:3]([C:14]1[CH:19]=[CH:18][C:17]([F:20])=[CH:16][C:15]=1[F:21])([OH:13])[C@H:4]([O:6]C1CCCCO1)[CH3:5].O.C1(C)C=CC(S(O)(=O)=O)=CC=1. (2) Given the product [Br:1][C:2]1[CH:3]=[CH:4][C:5]([O:16][CH2:17][C:18]2[CH:19]=[CH:20][C:21]([Cl:24])=[CH:22][CH:23]=2)=[C:6]([CH2:8][N:9]2[CH2:14][CH2:13][CH:12]([O:15][C:28]3[CH:33]=[CH:32][CH:31]=[CH:30][N:29]=3)[CH2:11][CH2:10]2)[CH:7]=1, predict the reactants needed to synthesize it. The reactants are: [Br:1][C:2]1[CH:3]=[CH:4][C:5]([O:16][CH2:17][C:18]2[CH:23]=[CH:22][C:21]([Cl:24])=[CH:20][CH:19]=2)=[C:6]([CH2:8][N:9]2[CH2:14][CH2:13][CH:12]([OH:15])[CH2:11][CH2:10]2)[CH:7]=1.[H-].[Na+].F[C:28]1[CH:33]=[CH:32][CH:31]=[CH:30][N:29]=1. (3) The reactants are: [NH2:1][C:2]1[CH:3]=[C:4]2[C:8](=[CH:9][CH:10]=1)[N:7]([CH2:11][C:12]1[CH:17]=[CH:16][C:15]([C:18]3[CH:23]=[CH:22][CH:21]=[CH:20][CH:19]=3)=[CH:14][CH:13]=1)[C:6]([C:24]([O:26]CC)=[O:25])=[C:5]2[C:29]1[CH:34]=[CH:33][CH:32]=[CH:31][CH:30]=1.[C:35]([C:39]1[CH:44]=[CH:43][C:42](B(O)O)=[CH:41][CH:40]=1)([CH3:38])([CH3:37])[CH3:36]. Given the product [C:15]1([C:18]2[CH:19]=[CH:20][CH:21]=[CH:22][CH:23]=2)[CH:14]=[CH:13][C:12]([CH2:11][N:7]2[C:8]3[C:4](=[CH:3][C:2]([NH:1][C:42]4[CH:43]=[CH:44][C:39]([C:35]([CH3:38])([CH3:37])[CH3:36])=[CH:40][CH:41]=4)=[CH:10][CH:9]=3)[C:5]([C:29]3[CH:30]=[CH:31][CH:32]=[CH:33][CH:34]=3)=[C:6]2[C:24]([OH:26])=[O:25])=[CH:17][CH:16]=1, predict the reactants needed to synthesize it. (4) Given the product [Cl:1][C:2]1[N:3]=[C:4]([CH3:9])[CH:5]=[C:6]([C:10]2[CH:15]=[CH:14][CH:13]=[CH:12][CH:11]=2)[N:7]=1, predict the reactants needed to synthesize it. The reactants are: [Cl:1][C:2]1[N:7]=[C:6](Cl)[CH:5]=[C:4]([CH3:9])[N:3]=1.[C:10]1(B(O)O)[CH:15]=[CH:14][CH:13]=[CH:12][CH:11]=1.C([O-])([O-])=O.[K+].[K+]. (5) Given the product [CH3:1][Si:2]([CH3:29])([CH3:28])[CH2:3][CH2:4][O:5][CH2:6][NH:7][C:8]([C:10]1[N:14]=[C:13]([C:15]2[CH:16]=[C:17]([C:21]3[CH:26]=[CH:25][CH:24]=[CH:23][C:22]=3[O:27][CH2:41][C:40]3[CH:43]=[CH:44][C:37]([F:36])=[CH:38][CH:39]=3)[CH:18]=[CH:19][CH:20]=2)[NH:12][N:11]=1)=[O:9], predict the reactants needed to synthesize it. The reactants are: [CH3:1][Si:2]([CH3:29])([CH3:28])[CH2:3][CH2:4][O:5][CH2:6][NH:7][C:8]([C:10]1[N:14]=[C:13]([C:15]2[CH:16]=[C:17]([C:21]3[CH:26]=[CH:25][CH:24]=[CH:23][C:22]=3[OH:27])[CH:18]=[CH:19][CH:20]=2)[NH:12][N:11]=1)=[O:9].C(=O)([O-])[O-].[Cs+].[Cs+].[F:36][C:37]1[CH:44]=[CH:43][C:40]([CH2:41]Br)=[CH:39][CH:38]=1. (6) Given the product [C:1]([C:3]1[N:4]=[CH:5][C:6]([NH:9][C:10]2[CH:15]=[C:14]([NH:16][CH2:17][CH:18]3[CH2:23][CH2:22][CH2:21][N:20]([C:24]([O:26][C:27]([CH3:30])([CH3:29])[CH3:28])=[O:25])[CH2:19]3)[C:13]([N:31]3[CH:35]=[CH:34][C:33]([CH2:36][N:38]4[CH2:43][CH2:42][O:41][CH2:40][CH2:39]4)=[CH:32]3)=[CH:12][N:11]=2)=[N:7][CH:8]=1)#[N:2], predict the reactants needed to synthesize it. The reactants are: [C:1]([C:3]1[N:4]=[CH:5][C:6]([NH:9][C:10]2[CH:15]=[C:14]([NH:16][CH2:17][CH:18]3[CH2:23][CH2:22][CH2:21][N:20]([C:24]([O:26][C:27]([CH3:30])([CH3:29])[CH3:28])=[O:25])[CH2:19]3)[C:13]([N:31]3[CH:35]=[CH:34][C:33]([CH:36]=O)=[CH:32]3)=[CH:12][N:11]=2)=[N:7][CH:8]=1)#[N:2].[NH:38]1[CH2:43][CH2:42][O:41][CH2:40][CH2:39]1.C(O[BH-](OC(=O)C)OC(=O)C)(=O)C.[Na+]. (7) The reactants are: F[C:2]1[N:11]=[CH:10][C:9]2[C:8]([NH:12][C:13]3[CH:18]=[CH:17][CH:16]=[C:15]([Br:19])[CH:14]=3)=[N:7][CH:6]=[N:5][C:4]=2[CH:3]=1.[CH2:20]([N:22](CC)CC)C.Cl.CN. Given the product [Br:19][C:15]1[CH:14]=[C:13]([CH:18]=[CH:17][CH:16]=1)[NH:12][C:8]1[C:9]2[CH:10]=[N:11][C:2]([NH:22][CH3:20])=[CH:3][C:4]=2[N:5]=[CH:6][N:7]=1, predict the reactants needed to synthesize it. (8) Given the product [CH3:1][C:2]1[S:3][CH:4]=[C:5]([CH2:7][O:8][C:9]2[CH:14]=[CH:13][C:12]3[N:15]=[C:40]([C:39]4[CH:38]=[CH:37][C:36]([C:34]([NH:33][C:30]5[CH:29]=[CH:28][C:27]([N:24]6[CH2:23][CH2:22][O:21][CH2:26][CH2:25]6)=[CH:32][CH:31]=5)=[O:35])=[CH:43][CH:42]=4)[NH:18][C:11]=3[CH:10]=2)[N:6]=1, predict the reactants needed to synthesize it. The reactants are: [CH3:1][C:2]1[S:3][CH:4]=[C:5]([CH2:7][O:8][C:9]2[CH:14]=[CH:13][C:12]([N+:15]([O-])=O)=[C:11]([N+:18]([O-])=O)[CH:10]=2)[N:6]=1.[O:21]1[CH2:26][CH2:25][N:24]([C:27]2[CH:32]=[CH:31][C:30]([NH:33][C:34]([C:36]3[CH:43]=[CH:42][C:39]([CH:40]=O)=[CH:38][CH:37]=3)=[O:35])=[CH:29][CH:28]=2)[CH2:23][CH2:22]1.